Predict the reaction yield, written as a fraction of the theoretical maximum amount of product (1.0 means a 100% yield; for example, 0.34 means a 34% yield). From a dataset of Reaction yield outcomes from USPTO patents with 853,638 reactions. (1) The reactants are [O:1]1[C:5]2[CH:6]=[C:7]([C@@H:10]([O:14][C:15]3[CH:16]=[C:17]4[C:21](=[CH:22][CH:23]=3)[N:20]([C:24]3[CH:29]=[CH:28][C:27]([F:30])=[CH:26][CH:25]=3)[N:19]=[CH:18]4)[C@@H:11]([NH2:13])[CH3:12])[CH:8]=[CH:9][C:4]=2[CH2:3][CH2:2]1.[F:31][C:32]([F:37])([CH3:36])[C:33](O)=[O:34].CN(C(ON1N=NC2C=CC=NC1=2)=[N+](C)C)C.F[P-](F)(F)(F)(F)F.C(N(C(C)C)C(C)C)C.Cl. The catalyst is CN1C(=O)CCC1. The product is [O:1]1[C:5]2[CH:6]=[C:7]([C@@H:10]([O:14][C:15]3[CH:16]=[C:17]4[C:21](=[CH:22][CH:23]=3)[N:20]([C:24]3[CH:25]=[CH:26][C:27]([F:30])=[CH:28][CH:29]=3)[N:19]=[CH:18]4)[C@@H:11]([NH:13][C:33](=[O:34])[C:32]([F:37])([F:31])[CH3:36])[CH3:12])[CH:8]=[CH:9][C:4]=2[CH2:3][CH2:2]1. The yield is 0.620. (2) The reactants are [CH2:1]([O:8][C:9](=[O:20])[NH:10][C:11]1[C:12]([O:18][CH3:19])=[N:13][CH:14]=[C:15](I)[CH:16]=1)[C:2]1[CH:7]=[CH:6][CH:5]=[CH:4][CH:3]=1.[B:21]1([B:21]2[O:25][C:24]([CH3:27])([CH3:26])[C:23]([CH3:29])([CH3:28])[O:22]2)[O:25][C:24]([CH3:27])([CH3:26])[C:23]([CH3:29])([CH3:28])[O:22]1.CC([O-])=O.[K+]. The catalyst is CN(C=O)C.CC(O)=O.CC(O)=O.[Pd]. The product is [CH2:1]([O:8][C:9](=[O:20])[NH:10][C:11]1[C:12]([O:18][CH3:19])=[N:13][CH:14]=[C:15]([B:21]2[O:25][C:24]([CH3:27])([CH3:26])[C:23]([CH3:29])([CH3:28])[O:22]2)[CH:16]=1)[C:2]1[CH:7]=[CH:6][CH:5]=[CH:4][CH:3]=1. The yield is 0.500.